Dataset: NCI-60 drug combinations with 297,098 pairs across 59 cell lines. Task: Regression. Given two drug SMILES strings and cell line genomic features, predict the synergy score measuring deviation from expected non-interaction effect. (1) Drug 1: CCC1(CC2CC(C3=C(CCN(C2)C1)C4=CC=CC=C4N3)(C5=C(C=C6C(=C5)C78CCN9C7C(C=CC9)(C(C(C8N6C)(C(=O)OC)O)OC(=O)C)CC)OC)C(=O)OC)O.OS(=O)(=O)O. Synergy scores: CSS=1.65, Synergy_ZIP=-2.59, Synergy_Bliss=-2.75, Synergy_Loewe=-14.4, Synergy_HSA=-4.63. Cell line: RXF 393. Drug 2: C1=CC=C(C(=C1)C(C2=CC=C(C=C2)Cl)C(Cl)Cl)Cl. (2) Drug 1: CC1=C(C(=O)C2=C(C1=O)N3CC4C(C3(C2COC(=O)N)OC)N4)N. Drug 2: C1CN(P(=O)(OC1)NCCCl)CCCl. Cell line: MCF7. Synergy scores: CSS=15.7, Synergy_ZIP=-4.41, Synergy_Bliss=0.857, Synergy_Loewe=-18.4, Synergy_HSA=-0.286. (3) Drug 1: CCN(CC)CCNC(=O)C1=C(NC(=C1C)C=C2C3=C(C=CC(=C3)F)NC2=O)C. Drug 2: N.N.Cl[Pt+2]Cl. Cell line: MDA-MB-435. Synergy scores: CSS=14.6, Synergy_ZIP=-6.88, Synergy_Bliss=1.77, Synergy_Loewe=-1.17, Synergy_HSA=1.37.